This data is from Full USPTO retrosynthesis dataset with 1.9M reactions from patents (1976-2016). The task is: Predict the reactants needed to synthesize the given product. (1) Given the product [CH3:34][NH:35][C:28]([C:26]1[NH:25][C:21]2[N:22]=[CH:23][N:24]=[C:19]([C:16]3[CH:17]=[CH:18][C:13]([CH2:12][NH:11][C:9](=[O:10])[C:8]4[CH:7]=[CH:6][C:5]([C:1]([CH3:4])([CH3:2])[CH3:3])=[CH:33][CH:32]=4)=[C:14]([F:31])[CH:15]=3)[C:20]=2[CH:27]=1)=[O:29], predict the reactants needed to synthesize it. The reactants are: [C:1]([C:5]1[CH:33]=[CH:32][C:8]([C:9]([NH:11][CH2:12][C:13]2[CH:18]=[CH:17][C:16]([C:19]3[C:20]4[CH:27]=[C:26]([C:28](O)=[O:29])[NH:25][C:21]=4[N:22]=[CH:23][N:24]=3)=[CH:15][C:14]=2[F:31])=[O:10])=[CH:7][CH:6]=1)([CH3:4])([CH3:3])[CH3:2].[CH3:34][N:35](C(ON1N=NC2C=CC=CC1=2)=[N+](C)C)C.F[P-](F)(F)(F)(F)F.CCN(C(C)C)C(C)C.CN.C1COCC1. (2) Given the product [CH2:34]([O:1][C:2]1[C:11](=[O:12])[C:10]2[C:5](=[CH:6][C:7]([I:13])=[CH:8][CH:9]=2)[O:4][C:3]=1[C:14]1[CH:15]=[C:16]([O:24][CH3:25])[C:17]([O:22][CH3:23])=[C:18]([O:20][CH3:21])[CH:19]=1)[C:35]1[CH:40]=[CH:39][CH:38]=[CH:37][CH:36]=1, predict the reactants needed to synthesize it. The reactants are: [OH:1][C:2]1[C:11](=[O:12])[C:10]2[C:5](=[CH:6][C:7]([I:13])=[CH:8][CH:9]=2)[O:4][C:3]=1[C:14]1[CH:19]=[C:18]([O:20][CH3:21])[C:17]([O:22][CH3:23])=[C:16]([O:24][CH3:25])[CH:15]=1.C(=O)([O-])[O-].[K+].[K+].[I-].[K+].[CH2:34](Cl)[C:35]1[CH:40]=[CH:39][CH:38]=[CH:37][CH:36]=1.